Task: Predict the reaction yield, written as a fraction of the theoretical maximum amount of product (1.0 means a 100% yield; for example, 0.34 means a 34% yield).. Dataset: Reaction yield outcomes from USPTO patents with 853,638 reactions (1) The reactants are Cl[C:2]1[CH:7]=[C:6]([Cl:8])[N:5]=[CH:4][N:3]=1.[NH2:9][C:10]1[CH:11]=[C:12]([CH:17]=[CH:18][C:19]=1[CH3:20])[C:13]([NH:15][CH3:16])=[O:14].CCN(C(C)C)C(C)C. The catalyst is O1CCOCC1. The product is [Cl:8][C:6]1[N:5]=[CH:4][N:3]=[C:2]([NH:9][C:10]2[CH:11]=[C:12]([CH:17]=[CH:18][C:19]=2[CH3:20])[C:13]([NH:15][CH3:16])=[O:14])[CH:7]=1. The yield is 0.430. (2) The reactants are C(Cl)CCl.[CH3:5][NH:6][CH2:7][C:8]1[NH:9][C:10]2[C:15]([C:16]=1[CH:17]=[CH2:18])=[CH:14][CH:13]=[CH:12][CH:11]=2.Cl.[O:20]=[C:21]1[CH2:26][O:25][C:24]2[CH:27]=[C:28](/[CH:31]=[CH:32]/[C:33](O)=[O:34])[CH:29]=[N:30][C:23]=2[NH:22]1.C1C=CC2N(O)N=NC=2C=1.CCN(C(C)C)C(C)C. The catalyst is CN(C=O)C.O. The product is [CH3:5][N:6]([CH2:7][C:8]1[NH:9][C:10]2[C:15]([C:16]=1[CH:17]=[CH2:18])=[CH:14][CH:13]=[CH:12][CH:11]=2)[C:33](=[O:34])/[CH:32]=[CH:31]/[C:28]1[CH:29]=[N:30][C:23]2[NH:22][C:21](=[O:20])[CH2:26][O:25][C:24]=2[CH:27]=1. The yield is 0.230. (3) The reactants are [CH:1]1([CH2:6][C@H:7]([CH2:36][N:37]([CH:46]=[O:47])[O:38]CC2C=CC=CC=2)[C:8]([N:10]2[CH:14]([C:15]([NH:17][C:18]3[CH:23]=[CH:22][C:21]([F:24])=[CH:20][N+:19]=3[O-:25])=[O:16])[CH2:13][CH2:12][N:11]2C(OCC2C=CC=CC=2)=O)=[O:9])[CH2:5][CH2:4][CH2:3][CH2:2]1. The catalyst is CO.[OH-].[OH-].[Pd+2]. The product is [CH:1]1([CH2:6][C@H:7]([CH2:36][N:37]([CH:46]=[O:47])[OH:38])[C:8]([N:10]2[C@H:14]([C:15]([NH:17][C:18]3[CH:23]=[CH:22][C:21]([F:24])=[CH:20][N+:19]=3[O-:25])=[O:16])[CH2:13][CH2:12][NH:11]2)=[O:9])[CH2:2][CH2:3][CH2:4][CH2:5]1. The yield is 0.180. (4) The reactants are [OH:1][CH:2]([P:9](=[O:14])([O:12]C)[O:10]C)[C:3]1[CH:8]=[CH:7][CH:6]=[CH:5][CH:4]=1.C[Si](Br)(C)C. The catalyst is C(Cl)Cl. The product is [OH:1][CH:2]([P:9](=[O:10])([OH:14])[OH:12])[C:3]1[CH:8]=[CH:7][CH:6]=[CH:5][CH:4]=1. The yield is 0.700. (5) The yield is 0.200. The catalyst is O1CCCC1.C(OCC)(=O)C. The reactants are F[C:2]1[C:7]([C:8]#[N:9])=[CH:6][CH:5]=[CH:4][N:3]=1.C(N(CC)CC)C.[CH:17]12[CH2:25][CH2:24][CH:21]([CH2:22][CH2:23]1)[CH2:20][NH:19][CH2:18]2. The product is [CH:17]12[CH2:25][CH2:24][CH:21]([CH2:22][CH2:23]1)[CH2:20][N:19]([C:2]1[N:3]=[CH:4][CH:5]=[CH:6][C:7]=1[C:8]#[N:9])[CH2:18]2. (6) The reactants are [Cl:1][C:2]1[CH:3]=[N+:4]([O-])[CH:5]=[C:6]([Cl:26])[C:7]=1[CH2:8][C@@H:9]([C:11]1[CH:16]=[CH:15][C:14]([O:17][CH:18]([F:20])[F:19])=[C:13]([O:21][CH2:22][CH:23]2[CH2:25][CH2:24]2)[CH:12]=1)[OH:10].C(Cl)CCl.[C:32]1([S:38]([CH2:41][CH2:42][C:43](O)=[O:44])(=[O:40])=[O:39])[CH:37]=[CH:36][CH:35]=[CH:34][CH:33]=1. The catalyst is CN(C1C=CN=CC=1)C.C(Cl)Cl. The product is [Cl:1][C:2]1[CH:3]=[N:4][CH:5]=[C:6]([Cl:26])[C:7]=1[CH2:8][C@@H:9]([C:11]1[CH:16]=[CH:15][C:14]([O:17][CH:18]([F:20])[F:19])=[C:13]([O:21][CH2:22][CH:23]2[CH2:25][CH2:24]2)[CH:12]=1)[O:10][C:43](=[O:44])[CH2:42][CH2:41][S:38]([C:32]1[CH:33]=[CH:34][CH:35]=[CH:36][CH:37]=1)(=[O:40])=[O:39]. The yield is 0.686. (7) The reactants are [O:1]1[C:5]2[CH:6]=[CH:7][CH:8]=[CH:9][C:4]=2[CH:3]=[C:2]1[C:10]1[C:18]2[C:13](=[CH:14][CH:15]=[C:16]([C:19](O)=[O:20])[CH:17]=2)[N:12](C2CCCCO2)[N:11]=1.CN(C(ON1N=NC2C1=CC=CC=2)=[N+](C)C)C.F[P-](F)(F)(F)(F)F.[CH2:52]([NH2:56])[CH:53]([CH3:55])[CH3:54]. No catalyst specified. The product is [O:1]1[C:5]2[CH:6]=[CH:7][CH:8]=[CH:9][C:4]=2[CH:3]=[C:2]1[C:10]1[C:18]2[C:13](=[CH:14][CH:15]=[C:16]([C:19]([NH:56][CH2:52][CH:53]([CH3:55])[CH3:54])=[O:20])[CH:17]=2)[NH:12][N:11]=1. The yield is 0.190. (8) The product is [Br:13][C:6]1[C:2]([CH3:1])=[N:3][O:4][C:5]=1[C:7]1[CH:8]=[CH:9][CH:10]=[CH:11][CH:12]=1. The yield is 1.00. The reactants are [CH3:1][C:2]1[CH:6]=[C:5]([C:7]2[CH:12]=[CH:11][CH:10]=[CH:9][CH:8]=2)[O:4][N:3]=1.[Br:13]N1C(=O)CCC1=O.O. The catalyst is C(O)(=O)C.